From a dataset of Catalyst prediction with 721,799 reactions and 888 catalyst types from USPTO. Predict which catalyst facilitates the given reaction. (1) The catalyst class is: 145. Product: [Cl:1][C:2]1[CH:3]=[CH:4][C:5]2[N:6]([CH:8]=[C:9]([NH:11][C:21](=[O:22])[C:20]3[CH:24]=[CH:25][C:17]([S:14]([N:13]([CH3:12])[CH3:26])(=[O:16])=[O:15])=[CH:18][CH:19]=3)[N:10]=2)[N:7]=1. Reactant: [Cl:1][C:2]1[CH:3]=[CH:4][C:5]2[N:6]([CH:8]=[C:9]([NH2:11])[N:10]=2)[N:7]=1.[CH3:12][N:13]([CH3:26])[S:14]([C:17]1[CH:25]=[CH:24][C:20]([C:21](O)=[O:22])=[CH:19][CH:18]=1)(=[O:16])=[O:15].P(C#N)(OCC)(OCC)=O.C(N(CC)CC)C. (2) Reactant: [BH4-].[Na+].[Cl:3][C:4]1[CH:5]=[C:6]([CH:16]=[C:17]([Cl:19])[CH:18]=1)[O:7][C:8]1[CH:15]=[CH:14][C:11]([CH2:12]O)=[CH:10][CH:9]=1.C(Br)(Br)(Br)[Br:21].C1(P(C2C=CC=CC=2)C2C=CC=CC=2)C=CC=CC=1. Product: [Cl:3][C:4]1[CH:5]=[C:6]([CH:16]=[C:17]([Cl:19])[CH:18]=1)[O:7][C:8]1[CH:15]=[CH:14][C:11]([CH2:12][Br:21])=[CH:10][CH:9]=1. The catalyst class is: 2. (3) Reactant: [NH2:1][C:2]1[CH:29]=[CH:28][C:5]2[NH:6][C:7]([C:12]3[C:13](=[O:27])[N:14]([CH2:22][CH2:23][CH:24]([CH3:26])[CH3:25])[N:15]=[C:16]([CH:19]([CH3:21])[CH3:20])[C:17]=3[OH:18])=[N:8][S:9](=[O:11])(=[O:10])[C:4]=2[CH:3]=1.C(N(CC)CC)C.[C:37](Cl)(=[O:44])[C:38]1[CH:43]=[CH:42][CH:41]=[CH:40][CH:39]=1.C([O-])(O)=O.[Na+]. Product: [OH:18][C:17]1[C:16]([CH:19]([CH3:21])[CH3:20])=[N:15][N:14]([CH2:22][CH2:23][CH:24]([CH3:25])[CH3:26])[C:13](=[O:27])[C:12]=1[C:7]1[NH:6][C:5]2[CH:28]=[CH:29][C:2]([NH:1][C:37](=[O:44])[C:38]3[CH:43]=[CH:42][CH:41]=[CH:40][CH:39]=3)=[CH:3][C:4]=2[S:9](=[O:10])(=[O:11])[N:8]=1. The catalyst class is: 456. (4) Reactant: [CH:1]12[CH:16]=[CH:15][CH:5]([O:6][N:7]1[C:8]([O:10][C:11]([CH3:14])([CH3:13])[CH3:12])=[O:9])[CH2:4][CH2:3][CH2:2]2.[H][H]. Product: [CH:1]12[CH2:16][CH2:15][CH:5]([O:6][N:7]1[C:8]([O:10][C:11]([CH3:12])([CH3:14])[CH3:13])=[O:9])[CH2:4][CH2:3][CH2:2]2. The catalyst class is: 261. (5) Reactant: [CH2:1]([CH:4]([NH2:8])[CH2:5][CH:6]=[CH2:7])[CH:2]=[CH2:3].[Br-:9].[Cl:10][CH2:11][CH2:12][CH2:13][N+:14]([CH2:17][CH2:18][CH2:19][CH2:20][CH2:21][CH2:22][CH2:23][CH2:24][CH2:25][CH2:26][CH2:27][CH3:28])([CH3:16])[CH3:15]. Product: [Br-:9].[Cl-:10].[CH3:15][N+:14]([CH2:13][CH2:12][CH2:11][NH2+:8][CH:4]([CH2:5][CH:6]=[CH2:7])[CH2:1][CH:2]=[CH2:3])([CH3:16])[CH2:17][CH2:18][CH2:19][CH2:20][CH2:21][CH2:22][CH2:23][CH2:24][CH2:25][CH2:26][CH2:27][CH3:28]. The catalyst class is: 5. (6) Reactant: C([O:7][CH2:8][C:9]1[CH:14]=[C:13]([C:15]2[N:24]=[CH:23][C:22]3[C:21]([N:25]4[CH2:30][CH2:29][O:28][CH2:27][CH2:26]4)=[N:20][C:19]([N:31]4[CH2:36][CH2:35][O:34][CH2:33][CH2:32]4)=[N:18][C:17]=3[CH:16]=2)[CH:12]=[CH:11][C:10]=1[O:37][CH3:38])(=O)C(C)(C)C.[OH-].[K+]. Product: [N:31]1([C:19]2[N:20]=[C:21]([N:25]3[CH2:26][CH2:27][O:28][CH2:29][CH2:30]3)[C:22]3[CH:23]=[N:24][C:15]([C:13]4[CH:12]=[CH:11][C:10]([O:37][CH3:38])=[C:9]([CH2:8][OH:7])[CH:14]=4)=[CH:16][C:17]=3[N:18]=2)[CH2:36][CH2:35][O:34][CH2:33][CH2:32]1. The catalyst class is: 7. (7) Reactant: [O:1]=[C:2]1[C@@H:8]([NH:9]C(=O)OC(C)(C)C)[CH2:7][CH2:6][CH2:5][CH2:4][N:3]1[CH2:17][C:18]1[CH:19]=[N:20][CH:21]=[CH:22][CH:23]=1.FC(F)(F)C(O)=O. Product: [NH2:9][C@H:8]1[CH2:7][CH2:6][CH2:5][CH2:4][N:3]([CH2:17][C:18]2[CH:19]=[N:20][CH:21]=[CH:22][CH:23]=2)[C:2]1=[O:1]. The catalyst class is: 2. (8) Reactant: [Cl:1][C:2]1[CH:3]=[CH:4][CH:5]=[C:6]2[C:11]=1[C:10]([CH:12]=O)=[N:9][C:8]([C@@H:14]([NH:16][C:17]1[N:25]=[CH:24][N:23]=[C:22]3[C:18]=1[N:19]=[CH:20][N:21]3[CH2:26][C:27]1[CH:32]=[CH:31][C:30]([O:33][CH3:34])=[CH:29][CH:28]=1)[CH3:15])=[CH:7]2.Cl.[NH2:36][OH:37].O. Product: [Cl:1][C:2]1[CH:3]=[CH:4][CH:5]=[C:6]2[C:11]=1[C:10](/[CH:12]=[N:36]\[OH:37])=[N:9][C:8]([C@@H:14]([NH:16][C:17]1[N:25]=[CH:24][N:23]=[C:22]3[C:18]=1[N:19]=[CH:20][N:21]3[CH2:26][C:27]1[CH:32]=[CH:31][C:30]([O:33][CH3:34])=[CH:29][CH:28]=1)[CH3:15])=[CH:7]2. The catalyst class is: 858. (9) Reactant: C(C1C=CC(C(Cl)=O)=CC=1)CC.[Cl:13][C:14]1[CH:15]=[C:16]([CH:18]=[CH:19][C:20]=1[O:21][C:22]1[C:31]2[C:26](=[CH:27][C:28]([O:34][CH3:35])=[C:29]([O:32][CH3:33])[CH:30]=2)[N:25]=[CH:24][CH:23]=1)[NH2:17].[CH2:36]([C:39]1[CH:44]=[CH:43][C:42]([C:45]([N:47]=[C:48]=[S:49])=[O:46])=[CH:41][CH:40]=1)[CH2:37][CH3:38]. Product: [CH2:36]([C:39]1[CH:44]=[CH:43][C:42]([C:45]([N:47]=[C:48]=[S:49])=[O:46])=[CH:41][CH:40]=1)[CH2:37][CH3:38].[Cl:13][C:14]1[CH:15]=[C:16]([NH:17][C:48]([NH:47][C:45](=[O:46])[C:42]2[CH:43]=[CH:44][C:39]([CH2:36][CH2:37][CH3:38])=[CH:40][CH:41]=2)=[S:49])[CH:18]=[CH:19][C:20]=1[O:21][C:22]1[C:31]2[C:26](=[CH:27][C:28]([O:34][CH3:35])=[C:29]([O:32][CH3:33])[CH:30]=2)[N:25]=[CH:24][CH:23]=1. The catalyst class is: 234. (10) Reactant: C([O:3][C:4]([C:6]1[C:7]([O:18][C:19]2[CH:24]=[CH:23][CH:22]=[CH:21][C:20]=2[CH3:25])=[N:8][C:9]([C:12]2[CH:17]=[CH:16][N:15]=[CH:14][CH:13]=2)=[N:10][CH:11]=1)=[O:5])C.[OH-].[Na+].Cl. Product: [N:15]1[CH:16]=[CH:17][C:12]([C:9]2[N:8]=[C:7]([O:18][C:19]3[CH:24]=[CH:23][CH:22]=[CH:21][C:20]=3[CH3:25])[C:6]([C:4]([OH:5])=[O:3])=[CH:11][N:10]=2)=[CH:13][CH:14]=1. The catalyst class is: 40.